Dataset: Reaction yield outcomes from USPTO patents with 853,638 reactions. Task: Predict the reaction yield, written as a fraction of the theoretical maximum amount of product (1.0 means a 100% yield; for example, 0.34 means a 34% yield). (1) The reactants are C(N(CC)CC)C.[CH3:8][C:9]1[N:10]([CH2:29][CH:30]2[CH2:34][CH:33]([CH3:35])[NH:32][CH2:31]2)[C:11]2[C:16]([CH:17]=1)=[CH:15][C:14]([C:18]1[CH:19]=[N:20][N:21]([CH:23]3[CH2:28][CH2:27][CH2:26][CH2:25][O:24]3)[CH:22]=1)=[CH:13][CH:12]=2.[C:36](Cl)(=[O:45])[CH2:37][CH2:38][C:39]1[CH:44]=[CH:43][CH:42]=[CH:41][CH:40]=1.C(=O)(O)[O-].[Na+]. The catalyst is ClCCl. The product is [CH3:35][CH:33]1[CH2:34][CH:30]([CH2:29][N:10]2[C:11]3[C:16](=[CH:15][C:14]([C:18]4[CH:19]=[N:20][N:21]([CH:23]5[CH2:28][CH2:27][CH2:26][CH2:25][O:24]5)[CH:22]=4)=[CH:13][CH:12]=3)[CH:17]=[C:9]2[CH3:8])[CH2:31][N:32]1[C:36](=[O:45])[CH2:37][CH2:38][C:39]1[CH:44]=[CH:43][CH:42]=[CH:41][CH:40]=1. The yield is 0.560. (2) The reactants are [CH2:1]([O:3][C:4]([C:6]1[C:7]([I:29])=[N:8][N:9]([CH2:16][CH:17]([NH:21][C:22](OC(C)(C)C)=[O:23])[CH:18]2[CH2:20][CH2:19]2)[C:10]=1C(OCC)=O)=[O:5])[CH3:2].Cl. The catalyst is O1CCOCC1. The product is [CH:18]1([CH:17]2[CH2:16][N:9]3[N:8]=[C:7]([I:29])[C:6]([C:4]([O:3][CH2:1][CH3:2])=[O:5])=[C:10]3[C:22](=[O:23])[NH:21]2)[CH2:20][CH2:19]1. The yield is 0.280. (3) The reactants are C(OC([N:8]1[C:12](=[O:13])[C:11]2([CH2:18][CH2:17][N:16]([S:19]([CH2:22][CH2:23][C:24]3[CH:29]=[CH:28][C:27]([C:30]([O:32]C(C)(C)C)=[O:31])=[CH:26][C:25]=3[CH3:37])(=[O:21])=[O:20])[CH2:15][CH2:14]2)[N:10]=[C:9]1[C:38]1[CH:43]=[C:42]([C:44]([F:47])([F:46])[F:45])[CH:41]=[C:40]([O:48][CH2:49][CH2:50][O:51][CH2:52][CH2:53][O:54][CH2:55][CH2:56][N:57](C(OC(C)(C)C)=O)[CH3:58])[CH:39]=1)=O)(C)(C)C.O.[ClH:67].O1CCOCC1. No catalyst specified. The product is [ClH:67].[CH3:37][C:25]1[CH:26]=[C:27]([CH:28]=[CH:29][C:24]=1[CH2:23][CH2:22][S:19]([N:16]1[CH2:15][CH2:14][C:11]2([N:10]=[C:9]([C:38]3[CH:43]=[C:42]([C:44]([F:45])([F:46])[F:47])[CH:41]=[C:40]([O:48][CH2:49][CH2:50][O:51][CH2:52][CH2:53][O:54][CH2:55][CH2:56][NH:57][CH3:58])[CH:39]=3)[NH:8][C:12]2=[O:13])[CH2:18][CH2:17]1)(=[O:20])=[O:21])[C:30]([OH:32])=[O:31]. The yield is 0.980. (4) The reactants are O[CH2:2][CH2:3][CH2:4][CH2:5][O:6][C:7]1[CH:16]=[C:15]2[C:10]([C:11](=O)[NH:12][CH:13]=[N:14]2)=[CH:9][CH:8]=1.[NH2:18][C:19]1[NH:23][N:22]=[C:21]([CH2:24][C:25]([OH:27])=[O:26])[CH:20]=1.[ClH:28].O1CCOCC1.[OH-].[Na+]. The catalyst is S(Cl)(Cl)=O.CN(C)C=O. The product is [Cl:28][CH2:2][CH2:3][CH2:4][CH2:5][O:6][C:7]1[CH:16]=[C:15]2[C:10]([C:11]([NH:18][C:19]3[CH:20]=[C:21]([CH2:24][C:25]([OH:27])=[O:26])[NH:22][N:23]=3)=[N:12][CH:13]=[N:14]2)=[CH:9][CH:8]=1. The yield is 0.910. (5) The reactants are [CH2:1]([O:3][C:4]([C@@H:6]1[C@H:8]([C:9]2[CH:14]=[CH:13][CH:12]=[CH:11][CH:10]=2)[C@H:7]1[C:15]1[CH:20]=[CH:19][C:18]([NH2:21])=[C:17]([Br:22])[CH:16]=1)=[O:5])[CH3:2].CCN(C(C)C)C(C)C.[C:32](Cl)(=[O:36])[CH:33]([CH3:35])[CH3:34].O. The catalyst is C(Cl)Cl. The product is [CH2:1]([O:3][C:4]([C@@H:6]1[C@H:8]([C:9]2[CH:14]=[CH:13][CH:12]=[CH:11][CH:10]=2)[C@H:7]1[C:15]1[CH:20]=[CH:19][C:18]([NH:21][C:32](=[O:36])[CH:33]([CH3:35])[CH3:34])=[C:17]([Br:22])[CH:16]=1)=[O:5])[CH3:2]. The yield is 0.870.